Dataset: hERG potassium channel inhibition data for cardiac toxicity prediction from Karim et al.. Task: Regression/Classification. Given a drug SMILES string, predict its toxicity properties. Task type varies by dataset: regression for continuous values (e.g., LD50, hERG inhibition percentage) or binary classification for toxic/non-toxic outcomes (e.g., AMES mutagenicity, cardiotoxicity, hepatotoxicity). Dataset: herg_karim. (1) The compound is COC(=O)CCc1ccc(NC(=O)c2ccc(C(=N)N(C)C)cc2)c(C(=O)Nc2ccc(Cl)cn2)c1. The result is 1 (blocker). (2) The molecule is C[C@@H]1CCCN1CCc1ccc2nc(-c3ccc4c(c3)COCO4)ccc2c1. The result is 1 (blocker). (3) The compound is CN1CCN(Cc2ccc3c(c2)Cc2c(-c4csc(C#CCNC(=O)Oc5ccccc5)c4)n[nH]c2-3)CC1. The result is 1 (blocker). (4) The molecule is CN1CCC(COCc2cc(C(F)(F)F)cc(N3CC=CC3)n2)(c2ccc(F)cc2)CC1. The result is 1 (blocker). (5) The molecule is CC(C)(O)COc1ccc2c(c1)[C@]1(COC(N)=N1)c1cc(-c3cncnc3)ccc1O2. The result is 0 (non-blocker).